Dataset: Full USPTO retrosynthesis dataset with 1.9M reactions from patents (1976-2016). Task: Predict the reactants needed to synthesize the given product. Given the product [NH2:63][CH2:62][CH2:61][S:60][C:27]1[C:28]([NH:36][C:37]([NH:39][C:40]2[CH:41]=[CH:42][C:43]([O:44][C:45]3[CH:46]=[C:47]([N+:55]([O-:57])=[O:56])[CH:48]=[C:49]([C:51]([F:52])([F:54])[F:53])[CH:50]=3)=[CH:58][CH:59]=2)=[O:38])=[CH:29][C:30]([C:32]([F:35])([F:34])[F:33])=[CH:31][C:26]=1[NH:25][C:23]([CH2:22][CH2:21][CH2:20][CH2:19][NH:18][C:9]([NH2:10])=[NH:8])=[O:24], predict the reactants needed to synthesize it. The reactants are: C(OC([NH:8][C:9]([NH:18][CH2:19][CH2:20][CH2:21][CH2:22][C:23]([NH:25][C:26]1[C:27]([S:60][CH2:61][CH2:62][NH:63]C(OC(C)(C)C)=O)=[C:28]([NH:36][C:37]([NH:39][C:40]2[CH:59]=[CH:58][C:43]([O:44][C:45]3[CH:46]=[C:47]([NH+:55]([O-:57])[OH:56])[CH:48]=[C:49]([C:51]([F:54])([F:53])[F:52])[CH:50]=3)=[CH:42][CH:41]=2)=[O:38])[CH:29]=[C:30]([C:32]([F:35])([F:34])[F:33])[CH:31]=1)=[O:24])=[N:10]C(OC(C)(C)C)=O)=O)(C)(C)C.FC(F)(F)C(O)=O.